Predict the product of the given reaction. From a dataset of Forward reaction prediction with 1.9M reactions from USPTO patents (1976-2016). (1) Given the reactants Br[C:2]1[C:3]([F:9])=[CH:4][C:5]([NH2:8])=[N:6][CH:7]=1.[CH3:10][C:11]1([CH3:27])[C:15]([CH3:17])([CH3:16])[O:14][B:13]([B:13]2[O:14][C:15]([CH3:17])([CH3:16])[C:11]([CH3:27])([CH3:10])[O:12]2)[O:12]1.C([O-])(=O)C.[K+], predict the reaction product. The product is: [F:9][C:3]1[C:2]([B:13]2[O:14][C:15]([CH3:17])([CH3:16])[C:11]([CH3:27])([CH3:10])[O:12]2)=[CH:7][N:6]=[C:5]([NH2:8])[CH:4]=1. (2) Given the reactants C(NC(C)C)(C)C.C([Li])CCC.[Li+].CC([N-]C(C)C)C.[F:21][C:22]1[CH:23]=[C:24]([N:28]2[C:32]([N:33]([CH3:37])[C:34](=[O:36])[CH3:35])=[C:31]([C:38]([O:40]CC)=O)[CH:30]=[N:29]2)[CH:25]=[CH:26][CH:27]=1, predict the reaction product. The product is: [F:21][C:22]1[CH:23]=[C:24]([N:28]2[C:32]3[N:33]([CH3:37])[C:34](=[O:36])[CH:35]=[C:38]([OH:40])[C:31]=3[CH:30]=[N:29]2)[CH:25]=[CH:26][CH:27]=1.